Predict the reactants needed to synthesize the given product. From a dataset of Full USPTO retrosynthesis dataset with 1.9M reactions from patents (1976-2016). (1) Given the product [ClH:38].[F:21][C:17]1[CH:16]=[C:15]([C:13]2[N:12]([S:22]([C:25]3[CH:26]=[N:27][CH:28]=[CH:29][CH:30]=3)(=[O:23])=[O:24])[CH:11]=[C:10]([CH2:9][NH:7][CH3:6])[CH:14]=2)[CH:20]=[CH:19][CH:18]=1, predict the reactants needed to synthesize it. The reactants are: C(O[C:6](=O)[N:7]([CH2:9][C:10]1[CH:14]=[C:13]([C:15]2[CH:20]=[CH:19][CH:18]=[C:17]([F:21])[CH:16]=2)[N:12]([S:22]([C:25]2[CH:26]=[N:27][CH:28]=[CH:29][CH:30]=2)(=[O:24])=[O:23])[CH:11]=1)C)(C)(C)C.C(OCC)(=O)C.[ClH:38].C(=O)([O-])O.[Na+]. (2) Given the product [C:1]1([CH2:7][O:8][C:9]2[CH:14]=[CH:13][C:12]([C:15]([F:18])([F:17])[F:16])=[CH:11][C:10]=2[C:19]2[CH2:24][CH2:23][CH2:22][CH2:21][C:20]=2[C:29]2[N:34]=[C:33]([C:35]([O:37][CH2:38][CH3:39])=[O:36])[CH:32]=[CH:31][CH:30]=2)[CH:6]=[CH:5][CH:4]=[CH:3][CH:2]=1, predict the reactants needed to synthesize it. The reactants are: [C:1]1([CH2:7][O:8][C:9]2[CH:14]=[CH:13][C:12]([C:15]([F:18])([F:17])[F:16])=[CH:11][C:10]=2[C:19]2[CH2:24][CH2:23][CH2:22][CH2:21][C:20]=2B(O)O)[CH:6]=[CH:5][CH:4]=[CH:3][CH:2]=1.Br[C:29]1[N:34]=[C:33]([C:35]([O:37][CH2:38][CH3:39])=[O:36])[CH:32]=[CH:31][CH:30]=1.C(=O)([O-])[O-].[K+].[K+].C1(C)C=CC=CC=1.C(O)C. (3) Given the product [CH2:24]([N:13]1[CH2:14][CH2:15][CH:10]([C:8](=[O:9])[C:7]2[CH:16]=[CH:17][C:4]([CH:1]([CH3:3])[CH3:2])=[CH:5][CH:6]=2)[CH2:11][CH2:12]1)[C:25]1[CH:30]=[CH:29][CH:28]=[CH:27][CH:26]=1, predict the reactants needed to synthesize it. The reactants are: [CH:1]([C:4]1[CH:17]=[CH:16][C:7]([C:8]([CH:10]2[CH2:15][CH2:14][NH:13][CH2:12][CH2:11]2)=[O:9])=[CH:6][CH:5]=1)([CH3:3])[CH3:2].C(=O)([O-])[O-].[K+].[K+].[CH2:24](Br)[C:25]1[CH:30]=[CH:29][CH:28]=[CH:27][CH:26]=1.O. (4) Given the product [C:17]([C:16]1[CH:19]=[CH:20][C:21]([O:23][C:29]2[N:34]=[C:33]([C:35]#[N:36])[CH:32]=[CH:31][CH:30]=2)=[CH:22][C:15]=1[C:13]1[CH:12]=[CH:11][C:10]2[N:6]([CH2:5][CH:3]3[CH2:4][C:2]3([F:1])[F:27])[S:7](=[O:26])(=[O:25])[N:8]([CH3:24])[C:9]=2[CH:14]=1)#[N:18], predict the reactants needed to synthesize it. The reactants are: [F:1][C:2]1([F:27])[CH2:4][CH:3]1[CH2:5][N:6]1[C:10]2[CH:11]=[CH:12][C:13]([C:15]3[CH:22]=[C:21]([OH:23])[CH:20]=[CH:19][C:16]=3[C:17]#[N:18])=[CH:14][C:9]=2[N:8]([CH3:24])[S:7]1(=[O:26])=[O:25].Cl[C:29]1[N:34]=[C:33]([C:35]#[N:36])[CH:32]=[CH:31][CH:30]=1.C(=O)([O-])[O-].[K+].[K+]. (5) Given the product [Br-:10].[CH2:26]([N+:3]1[C:2]([Cl:1])=[C:6]([Cl:7])[N:5]([C:26]2[C:27]3[C:22](=[CH:21][CH:20]=[CH:19][CH:18]=3)[CH:23]=[CH:24][C:25]=2[CH2:11][CH3:12])[CH:4]=1)[CH2:27][CH2:18][CH2:19][CH2:20][CH3:21], predict the reactants needed to synthesize it. The reactants are: [Cl:1][C:2]1[N:3]=[CH:4][NH:5][C:6]=1[Cl:7].[OH-].[K+].[Br:10][CH2:11][CH3:12].[K+].[Br-].BrCC[C:18]1[C:27]2[C:22](=[CH:23][CH:24]=[CH:25][CH:26]=2)[CH:21]=[CH:20][CH:19]=1.